This data is from Reaction yield outcomes from USPTO patents with 853,638 reactions. The task is: Predict the reaction yield, written as a fraction of the theoretical maximum amount of product (1.0 means a 100% yield; for example, 0.34 means a 34% yield). (1) The reactants are [OH-].[Na+].[F:3][CH:4]([F:24])[C:5]1[CH:6]=[CH:7][C:8]2[O:13][CH:12]([C:14]([F:17])([F:16])[F:15])[C:11]([C:18]([O:20]CC)=[O:19])=[CH:10][C:9]=2[CH:23]=1. The catalyst is C1COCC1.CCO.O. The product is [F:24][CH:4]([F:3])[C:5]1[CH:6]=[CH:7][C:8]2[O:13][CH:12]([C:14]([F:17])([F:15])[F:16])[C:11]([C:18]([OH:20])=[O:19])=[CH:10][C:9]=2[CH:23]=1. The yield is 0.600. (2) The reactants are C[O:2][C:3](=O)[C:4]1[CH:9]=[C:8]([Cl:10])[CH:7]=[N:6][CH:5]=1.[BH4-].[Na+]. The catalyst is CO.C(Cl)Cl. The product is [Cl:10][C:8]1[CH:9]=[C:4]([CH2:3][OH:2])[CH:5]=[N:6][CH:7]=1. The yield is 0.540. (3) The reactants are [C:1]([C:4]1[CH:5]=[CH:6][C:7]([C:22]2[CH:27]=[CH:26][CH:25]=[CH:24][C:23]=2[F:28])=[C:8]2[C:16]=1[NH:15][C:14]1[CH:13]=[C:12]([C:17]([O:19]CC)=[O:18])[CH:11]=[CH:10][C:9]2=1)(=[O:3])[NH2:2].O.[OH-].[Li+]. The catalyst is C1COCC1.C(O)C.O. The product is [C:1]([C:4]1[CH:5]=[CH:6][C:7]([C:22]2[CH:27]=[CH:26][CH:25]=[CH:24][C:23]=2[F:28])=[C:8]2[C:16]=1[NH:15][C:14]1[CH:13]=[C:12]([C:17]([OH:19])=[O:18])[CH:11]=[CH:10][C:9]2=1)(=[O:3])[NH2:2]. The yield is 0.710.